Task: Predict the reaction yield, written as a fraction of the theoretical maximum amount of product (1.0 means a 100% yield; for example, 0.34 means a 34% yield).. Dataset: Reaction yield outcomes from USPTO patents with 853,638 reactions The reactants are [N+:1]([C:4]1[CH:9]=[CH:8][C:7]([S:10]([N:13]([C:32]2[CH:37]=[CH:36][CH:35]=[CH:34][CH:33]=2)[CH:14]2[CH2:19][CH2:18][N:17]([C@@H:20]3[CH2:25][CH2:24][CH2:23][CH2:22][C@@H:21]3[C:26]3[CH:31]=[CH:30][CH:29]=[CH:28][CH:27]=3)[CH2:16][CH2:15]2)(=[O:12])=[O:11])=[CH:6][CH:5]=1)([O-])=O. The catalyst is C(O)(C)C. The product is [NH2:1][C:4]1[CH:9]=[CH:8][C:7]([S:10]([N:13]([C:32]2[CH:33]=[CH:34][CH:35]=[CH:36][CH:37]=2)[CH:14]2[CH2:15][CH2:16][N:17]([C@@H:20]3[CH2:25][CH2:24][CH2:23][CH2:22][C@@H:21]3[C:26]3[CH:27]=[CH:28][CH:29]=[CH:30][CH:31]=3)[CH2:18][CH2:19]2)(=[O:12])=[O:11])=[CH:6][CH:5]=1. The yield is 0.820.